Dataset: Catalyst prediction with 721,799 reactions and 888 catalyst types from USPTO. Task: Predict which catalyst facilitates the given reaction. (1) Reactant: C[O:2][C:3]([CH:5]1[O:9][C:8]2[CH:10]=[C:11]([Cl:15])[CH:12]=[C:13]([Br:14])[C:7]=2[O:6]1)=O.[BH4-].[Na+]. Product: [Br:14][C:13]1[C:7]2[O:6][CH:5]([CH2:3][OH:2])[O:9][C:8]=2[CH:10]=[C:11]([Cl:15])[CH:12]=1. The catalyst class is: 1. (2) Reactant: [NH:1]1[CH2:5][CH2:4][CH2:3][C:2]1=[O:6].C(N(CC)CC)C.[C:14]([O:18][C:19](O[C:19]([O:18][C:14]([CH3:17])([CH3:16])[CH3:15])=[O:20])=[O:20])([CH3:17])([CH3:16])[CH3:15]. Product: [C:14]([O:18][C:19]([N:1]1[CH2:5][CH2:4][CH2:3][C:2]1=[O:6])=[O:20])([CH3:17])([CH3:16])[CH3:15]. The catalyst class is: 119. (3) Product: [NH2:18][C:17]1[N:11]([C:8]2[CH:9]=[CH:10][C:5]([C:4]([O:3][CH2:1][CH3:2])=[O:13])=[CH:6][CH:7]=2)[N:12]=[C:15]([C:19]2[CH:24]=[CH:23][CH:22]=[CH:21][CH:20]=2)[CH:16]=1. The catalyst class is: 8. Reactant: [CH2:1]([O:3][C:4](=[O:13])[C:5]1[CH:10]=[CH:9][C:8]([NH:11][NH2:12])=[CH:7][CH:6]=1)[CH3:2].O=[C:15]([C:19]1[CH:24]=[CH:23][CH:22]=[CH:21][CH:20]=1)[CH2:16][C:17]#[N:18].Cl. (4) Reactant: [C:1]([O:5][C:6]([NH:8][CH2:9][CH:10]1[CH2:15][CH2:14][N:13]([C:16]2[N:21]=[CH:20][N:19]=[C:18]([C:22](OC)=[O:23])[CH:17]=2)[CH2:12][CH2:11]1)=[O:7])([CH3:4])([CH3:3])[CH3:2].CC(C[AlH]CC(C)C)C. Product: [C:1]([O:5][C:6](=[O:7])[NH:8][CH2:9][CH:10]1[CH2:15][CH2:14][N:13]([C:16]2[CH:17]=[C:18]([CH:22]=[O:23])[N:19]=[CH:20][N:21]=2)[CH2:12][CH2:11]1)([CH3:4])([CH3:2])[CH3:3]. The catalyst class is: 2. (5) Reactant: Cl.[CH:2]([N:4](C)[C:5]1[CH:10]=[CH:9][C:8]([N:11]2[C:16](=[O:17])[N:15]([C:18]3[CH:23]=[CH:22][C:21]([N:24](C)[CH:25]=O)=[CH:20][C:19]=3[CH3:28])[C:14](=[O:29])[N:13]([C:30]3[CH:35]=[CH:34][C:33]([N:36](C)[CH:37]=O)=[CH:32][C:31]=3[CH3:40])[C:12]2=[O:41])=[C:7]([CH3:42])[CH:6]=1)=O. Product: [CH3:2][NH:4][C:5]1[CH:10]=[CH:9][C:8]([N:11]2[C:16](=[O:17])[N:15]([C:18]3[CH:23]=[CH:22][C:21]([NH:24][CH3:25])=[CH:20][C:19]=3[CH3:28])[C:14](=[O:29])[N:13]([C:30]3[CH:35]=[CH:34][C:33]([NH:36][CH3:37])=[CH:32][C:31]=3[CH3:40])[C:12]2=[O:41])=[C:7]([CH3:42])[CH:6]=1. The catalyst class is: 12. (6) Reactant: [Cl:1][C:2]1[N:3]=[C:4](Cl)[C:5]2[S:10][CH2:9][CH2:8][C:6]=2[N:7]=1.C(N(C(C)C)CC)(C)C.[NH2:21][C:22]1([C:25]([OH:28])([CH3:27])[CH3:26])[CH2:24][CH2:23]1. Product: [Cl:1][C:2]1[N:3]=[C:4]([NH:21][C:22]2([C:25]([OH:28])([CH3:27])[CH3:26])[CH2:24][CH2:23]2)[C:5]2[S:10][CH2:9][CH2:8][C:6]=2[N:7]=1. The catalyst class is: 12. (7) Reactant: [NH2:1][C@@H:2]1[C:8](=[O:9])[N:7]([CH2:10][C:11]([F:14])([F:13])[F:12])[C:6]2[CH:15]=[CH:16][CH:17]=[CH:18][C:5]=2[C:4]2[CH:19]=[CH:20][CH:21]=[CH:22][C:3]1=2.[OH:23][C:24]([CH3:37])([C:28]([NH:30][CH2:31][CH2:32][C:33]([F:36])([F:35])[F:34])=[O:29])[C:25](O)=[O:26].O.ON1C2C=CC=CC=2N=N1.C(N(C(C)C)CC)(C)C.Cl.CN(C)CCCN=C=NCC. Product: [OH:23][C:24]([CH3:37])([C:28]([NH:30][CH2:31][CH2:32][C:33]([F:34])([F:35])[F:36])=[O:29])[C:25]([NH:1][C@@H:2]1[C:8](=[O:9])[N:7]([CH2:10][C:11]([F:14])([F:12])[F:13])[C:6]2[CH:15]=[CH:16][CH:17]=[CH:18][C:5]=2[C:4]2[CH:19]=[CH:20][CH:21]=[CH:22][C:3]1=2)=[O:26]. The catalyst class is: 7. (8) Reactant: C(O)(=O)C.[N:5]1[C:14]2[C:9](=[CH:10][CH:11]=[CH:12][CH:13]=2)[CH:8]=[C:7]([C:15]2[C:23]3[N:22]4[CH:24]=[CH:25][CH:26]=[C:21]4[CH:20]([NH2:27])[C:19]=3[CH:18]=[CH:17][CH:16]=2)[CH:6]=1.[NH:28]1[C:32]2[N:33]=[CH:34][CH:35]=[C:36]([C:37](O)=[O:38])[C:31]=2[CH:30]=[CH:29]1.Cl.CN(C)CCCN=C=NCC.ON1C2C=CC=CC=2N=N1. Product: [N:5]1[C:14]2[C:9](=[CH:10][CH:11]=[CH:12][CH:13]=2)[CH:8]=[C:7]([C:15]2[C:23]3[N:22]4[CH:24]=[CH:25][CH:26]=[C:21]4[CH:20]([NH:27][C:37]([C:36]4[C:31]5[CH:30]=[CH:29][NH:28][C:32]=5[N:33]=[CH:34][CH:35]=4)=[O:38])[C:19]=3[CH:18]=[CH:17][CH:16]=2)[CH:6]=1. The catalyst class is: 9. (9) Reactant: [C:1]([C:5]1[O:9][N:8]=[C:7]([NH:10][C:11](=[O:17])[O:12][C:13]([CH3:16])([CH3:15])[CH3:14])[CH:6]=1)([CH3:4])([CH3:3])[CH3:2].[CH2:18]([Li])CCC.CI. Product: [C:13]([O:12][C:11](=[O:17])[NH:10][C:7]1[C:6]([CH3:18])=[C:5]([C:1]([CH3:4])([CH3:2])[CH3:3])[O:9][N:8]=1)([CH3:16])([CH3:15])[CH3:14]. The catalyst class is: 7.